From a dataset of Forward reaction prediction with 1.9M reactions from USPTO patents (1976-2016). Predict the product of the given reaction. (1) Given the reactants [Cl:1][C:2]1[CH:7]=[C:6]2[NH:8][C:9](=[O:30])[C:10]3([CH:15]([C:16]4[CH:21]=[CH:20][CH:19]=[C:18]([Cl:22])[CH:17]=4)[CH2:14][CH2:13][NH:12][CH:11]3[C:23]3[CH:28]=[CH:27][CH:26]=[C:25]([F:29])[CH:24]=3)[C:5]2=[CH:4][CH:3]=1, predict the reaction product. The product is: [Cl:1][C:2]1[CH:7]=[C:6]2[NH:8][C:9](=[O:30])[C:10]3([CH:15]([C:16]4[CH:21]=[CH:20][CH:19]=[C:18]([Cl:22])[CH:17]=4)[CH2:14][CH2:13][N:12]([C:9]([NH:8][CH:6]4[CH2:7][CH2:2][CH2:3][CH2:4][CH2:5]4)=[O:30])[CH:11]3[C:23]3[CH:28]=[CH:27][CH:26]=[C:25]([F:29])[CH:24]=3)[C:5]2=[CH:4][CH:3]=1. (2) Given the reactants C(OC([NH:8][C:9]1[C:10]([C:16]2[N:17](C(OC(C)(C)C)=O)[C:18]3[C:23]([CH:24]=2)=[CH:22][C:21]([F:25])=[CH:20][CH:19]=3)=[N:11][C:12]([Cl:15])=[CH:13][CH:14]=1)=O)(C)(C)C.C(O)(C(F)(F)F)=O.C(Cl)Cl.[OH-].[Na+], predict the reaction product. The product is: [Cl:15][C:12]1[N:11]=[C:10]([C:16]2[NH:17][C:18]3[C:23]([CH:24]=2)=[CH:22][C:21]([F:25])=[CH:20][CH:19]=3)[C:9]([NH2:8])=[CH:14][CH:13]=1. (3) Given the reactants [CH2:1]([C:5]1[CH:6]=[C:7]2[C:12](=[C:13]([O:15][CH:16]3[CH2:21][CH2:20][NH:19][CH2:18][CH2:17]3)[CH:14]=1)[N:11]=[CH:10][CH:9]=[CH:8]2)[CH2:2][CH2:3][CH3:4].[I-].[Na+].C(=O)(O)[O-].[Na+].[CH3:29][C:30]([S:33]([CH2:36][CH2:37][Cl:38])(=[O:35])=[O:34])([CH3:32])[CH3:31], predict the reaction product. The product is: [ClH:38].[ClH:38].[CH2:1]([C:5]1[CH:6]=[C:7]2[C:12](=[C:13]([O:15][CH:16]3[CH2:17][CH2:18][N:19]([CH2:37][CH2:36][S:33]([C:30]([CH3:32])([CH3:31])[CH3:29])(=[O:35])=[O:34])[CH2:20][CH2:21]3)[CH:14]=1)[N:11]=[CH:10][CH:9]=[CH:8]2)[CH2:2][CH2:3][CH3:4]. (4) Given the reactants FC(F)(F)S(O[C:7]1[CH:16]=[CH:15][C:14]2[C:9](=[CH:10][C:11]([O:17][CH3:18])=[CH:12][CH:13]=2)[CH:8]=1)(=O)=O.CN1CC[CH2:24][C:23]1=O.C([Mg]Br)C.Cl, predict the reaction product. The product is: [CH2:23]([C:7]1[CH:16]=[CH:15][C:14]2[C:9](=[CH:10][C:11]([O:17][CH3:18])=[CH:12][CH:13]=2)[CH:8]=1)[CH3:24]. (5) Given the reactants Cl[C:2]1[C:11]([N+:12]([O-:14])=[O:13])=[CH:10][C:9]2[CH2:8][CH2:7][CH2:6][CH2:5][C:4]=2[N:3]=1.[NH3:15].CO, predict the reaction product. The product is: [N+:12]([C:11]1[C:2]([NH2:15])=[N:3][C:4]2[CH2:5][CH2:6][CH2:7][CH2:8][C:9]=2[CH:10]=1)([O-:14])=[O:13]. (6) Given the reactants [S:1]1[C:5]2[CH2:6][C@H:7]([NH2:10])[CH2:8][CH2:9][C:4]=2[N:3]=[C:2]1[NH2:11].[CH3:12][C:13]1C=CC(S(OCCC)(=O)=O)=C[CH:14]=1.CCN(C(C)C)C(C)C, predict the reaction product. The product is: [CH2:12]([NH:10][C@@H:7]1[CH2:8][CH2:9][C:4]2[N:3]=[C:2]([NH2:11])[S:1][C:5]=2[CH2:6]1)[CH2:13][CH3:14].